Dataset: Forward reaction prediction with 1.9M reactions from USPTO patents (1976-2016). Task: Predict the product of the given reaction. (1) Given the reactants [NH:1]1[CH:5]=[CH:4][N:3]=[C:2]1[CH2:6][N:7]([CH2:14][C:15]1[CH:23]=[CH:22][C:18]([C:19]([OH:21])=O)=[CH:17][CH:16]=1)[CH2:8][C:9]1[NH:10][CH:11]=[CH:12][N:13]=1.C1CCC(N=C=NC2CCCCC2)CC1.C1C=CC2N(O)N=NC=2C=1.[CH2:49]([N:52]([CH2:61][CH2:62][CH3:63])[CH2:53][CH2:54][N:55]1[CH2:60][CH2:59][NH:58][CH2:57][CH2:56]1)[CH2:50][CH3:51], predict the reaction product. The product is: [NH:13]1[CH:12]=[CH:11][N:10]=[C:9]1[CH2:8][N:7]([CH2:14][C:15]1[CH:16]=[CH:17][C:18]([C:19]([CH:56]2[CH2:57][NH:58][CH2:59][CH2:60][N:55]2[CH2:54][CH2:53][N:52]([CH2:61][CH2:62][CH3:63])[CH2:49][CH2:50][CH3:51])=[O:21])=[CH:22][CH:23]=1)[CH2:6][C:2]1[NH:1][CH:5]=[CH:4][N:3]=1. (2) The product is: [CH:1]1([NH:6][C:7]([C:9]2([CH2:22][CH2:23][CH2:24][CH2:25][N:30]3[CH2:31][CH2:32][N:27]([C:33]4[CH:42]=[CH:41][C:40]5[C:35](=[CH:36][CH:37]=[CH:38][CH:39]=5)[N:34]=4)[CH2:28][CH2:29]3)[C:21]3[CH:20]=[CH:19][CH:18]=[CH:17][C:16]=3[C:15]3[C:10]2=[CH:11][CH:12]=[CH:13][CH:14]=3)=[O:8])[CH2:5][CH2:4][CH2:3][CH2:2]1. Given the reactants [CH:1]1([NH:6][C:7]([C:9]2([CH2:22][CH2:23][CH2:24][CH2:25]Br)[C:21]3[CH:20]=[CH:19][CH:18]=[CH:17][C:16]=3[C:15]3[C:10]2=[CH:11][CH:12]=[CH:13][CH:14]=3)=[O:8])[CH2:5][CH2:4][CH2:3][CH2:2]1.[N:27]1([C:33]2[CH:42]=[CH:41][C:40]3[C:35](=[CH:36][CH:37]=[CH:38][CH:39]=3)[N:34]=2)[CH2:32][CH2:31][NH:30][CH2:29][CH2:28]1, predict the reaction product. (3) Given the reactants [CH2:1]([C:3]1[CH:8]=[CH:7][C:6]([CH:9]2[CH2:14][N:13]([C:15]([N:17]3[CH2:22][CH2:21][CH:20]([OH:23])[CH2:19][CH2:18]3)=[O:16])[CH2:12][CH:11]([C:24](O)=[O:25])[CH2:10]2)=[CH:5][CH:4]=1)[CH3:2].[F:27][C:28]1[CH:33]=[C:32]([F:34])[CH:31]=[CH:30][C:29]=1[C:35](=[NH:38])[NH:36]O, predict the reaction product. The product is: [F:27][C:28]1[CH:33]=[C:32]([F:34])[CH:31]=[CH:30][C:29]=1[C:35]1[N:38]=[C:24]([CH:11]2[CH2:10][CH:9]([C:6]3[CH:7]=[CH:8][C:3]([CH2:1][CH3:2])=[CH:4][CH:5]=3)[CH2:14][N:13]([C:15]([N:17]3[CH2:18][CH2:19][CH:20]([OH:23])[CH2:21][CH2:22]3)=[O:16])[CH2:12]2)[O:25][N:36]=1. (4) Given the reactants I[CH2:2][I:3].N(OCCC(C)C)=O.[CH3:12][O:13][C:14]1[CH:48]=[CH:47][C:17]([CH2:18][O:19][C:20]2[N:25]=[C:24]([C:26]3[CH:39]=[CH:38][CH:37]=[C:36]4[C:27]=3[S:28][C:29]3[CH:30]=[CH:31]C(N)=[CH:33][C:34]=3[S:35]4)[CH:23]=[C:22]([N:41]3[CH2:46][CH2:45][O:44][CH2:43][CH2:42]3)[CH:21]=2)=[CH:16][CH:15]=1, predict the reaction product. The product is: [I:3][C:2]1[CH:33]=[C:34]2[C:29](=[CH:30][CH:31]=1)[S:28][C:27]1[C:26]([C:24]3[CH:23]=[C:22]([N:41]4[CH2:42][CH2:43][O:44][CH2:45][CH2:46]4)[CH:21]=[C:20]([O:19][CH2:18][C:17]4[CH:16]=[CH:15][C:14]([O:13][CH3:12])=[CH:48][CH:47]=4)[N:25]=3)=[CH:39][CH:38]=[CH:37][C:36]=1[S:35]2. (5) Given the reactants [NH2:1][C:2]1[CH:3]=[C:4]([C@:8]23[CH2:16][N:15]([C:17]([O:19][C:20]([CH3:23])([CH3:22])[CH3:21])=[O:18])[CH2:14][C@H:13]2[CH2:12][S:11][C:10]([NH:24][C:25](=[O:32])[C:26]2[CH:31]=[CH:30][CH:29]=[CH:28][CH:27]=2)=[N:9]3)[CH:5]=[CH:6][CH:7]=1.[F:33][C:34]1[CH:35]=[CH:36][C:37]([C:40](O)=[O:41])=[N:38][CH:39]=1.O.ON1C2C=CC=CC=2N=N1.Cl.CN(C)C(C)CN=C=NCC.C(N(C(C)C)CC)(C)C, predict the reaction product. The product is: [C:25]([NH:24][C:10]1[S:11][CH2:12][C@@H:13]2[CH2:14][N:15]([C:17]([O:19][C:20]([CH3:23])([CH3:22])[CH3:21])=[O:18])[CH2:16][C@:8]2([C:4]2[CH:5]=[CH:6][CH:7]=[C:2]([NH:1][C:40]([C:37]3[CH:36]=[CH:35][C:34]([F:33])=[CH:39][N:38]=3)=[O:41])[CH:3]=2)[N:9]=1)(=[O:32])[C:26]1[CH:27]=[CH:28][CH:29]=[CH:30][CH:31]=1.